Dataset: Forward reaction prediction with 1.9M reactions from USPTO patents (1976-2016). Task: Predict the product of the given reaction. Given the reactants [OH-].[Na+].C[O:4][C:5](=[O:37])[CH2:6][O:7][C:8]1[CH:17]=[CH:16][C:15]2[C:10](=[CH:11][CH:12]=[C:13]([CH2:18][NH:19][C:20]([C:22]3[CH:23]=[N:24][N:25]([C:30]4[CH:35]=[CH:34][C:33]([Cl:36])=[CH:32][CH:31]=4)[C:26]=3[CH2:27][CH2:28][CH3:29])=[O:21])[CH:14]=2)[CH:9]=1.O.Cl, predict the reaction product. The product is: [Cl:36][C:33]1[CH:34]=[CH:35][C:30]([N:25]2[C:26]([CH2:27][CH2:28][CH3:29])=[C:22]([C:20]([NH:19][CH2:18][C:13]3[CH:14]=[C:15]4[C:10](=[CH:11][CH:12]=3)[CH:9]=[C:8]([O:7][CH2:6][C:5]([OH:37])=[O:4])[CH:17]=[CH:16]4)=[O:21])[CH:23]=[N:24]2)=[CH:31][CH:32]=1.